Dataset: Forward reaction prediction with 1.9M reactions from USPTO patents (1976-2016). Task: Predict the product of the given reaction. (1) The product is: [Cl:1][C:2]1[CH:3]=[N:4][C:5]([NH:11][CH:12]2[CH2:15][C:14]([F:17])([F:16])[CH2:13]2)=[C:6]([CH:10]=1)[C:7]([NH:26][C:21]([CH3:28])([CH2:20][CH3:19])[C:22]#[CH:23])=[O:9]. Given the reactants [Cl:1][C:2]1[CH:3]=[N:4][C:5]([NH:11][CH:12]2[CH2:15][C:14]([F:17])([F:16])[CH2:13]2)=[C:6]([CH:10]=1)[C:7]([OH:9])=O.C1[CH:19]=[CH:20][C:21]2[N:26](O)N=N[C:22]=2[CH:23]=1.[CH3:28]CN=C=NCCCN(C)C.CCN(C(C)C)C(C)C, predict the reaction product. (2) The product is: [Cl:48][C:44]1[CH:43]=[C:42]([CH:40]([OH:41])[CH:39]([NH:38][C:12]([C:5]2[C:6]3[C:11](=[CH:10][CH:9]=[CH:8][CH:7]=3)[C:2]([F:1])=[CH:3][CH:4]=2)=[O:14])[CH2:49][C:50]2[CH:51]=[CH:52][C:53]3[O:57][CH2:56][C:55]([CH3:59])([CH3:58])[C:54]=3[CH:60]=2)[CH:47]=[CH:46][CH:45]=1. Given the reactants [F:1][C:2]1[C:11]2[C:6](=[CH:7][CH:8]=[CH:9][CH:10]=2)[C:5]([C:12]([OH:14])=O)=[CH:4][CH:3]=1.Cl.C(N=C=NCCCN(C)C)C.O.ON1C2C=CC=CC=2N=N1.[NH2:38][CH:39]([CH2:49][C:50]1[CH:51]=[CH:52][C:53]2[O:57][CH2:56][C:55]([CH3:59])([CH3:58])[C:54]=2[CH:60]=1)[CH:40]([C:42]1[CH:47]=[CH:46][CH:45]=[C:44]([Cl:48])[CH:43]=1)[OH:41], predict the reaction product.